Dataset: Reaction yield outcomes from USPTO patents with 853,638 reactions. Task: Predict the reaction yield, written as a fraction of the theoretical maximum amount of product (1.0 means a 100% yield; for example, 0.34 means a 34% yield). (1) The reactants are Br[C:2]1[CH:11]=[C:10]2[C:5]([C:6](=[O:12])[NH:7][CH:8]=[N:9]2)=[CH:4][CH:3]=1.O1CCOCC1.[CH2:19]([SH:26])[C:20]1[CH:25]=[CH:24][CH:23]=[CH:22][CH:21]=1.CCN(C(C)C)C(C)C. The catalyst is O.C1C=CC(/C=C/C(/C=C/C2C=CC=CC=2)=O)=CC=1.C1C=CC(/C=C/C(/C=C/C2C=CC=CC=2)=O)=CC=1.C1C=CC(/C=C/C(/C=C/C2C=CC=CC=2)=O)=CC=1.[Pd].[Pd].CC1(C)C2C(=C(P(C3C=CC=CC=3)C3C=CC=CC=3)C=CC=2)OC2C(P(C3C=CC=CC=3)C3C=CC=CC=3)=CC=CC1=2. The product is [CH2:19]([S:26][C:2]1[CH:11]=[C:10]2[C:5]([C:6](=[O:12])[NH:7][CH:8]=[N:9]2)=[CH:4][CH:3]=1)[C:20]1[CH:25]=[CH:24][CH:23]=[CH:22][CH:21]=1. The yield is 0.880. (2) The reactants are [C:1]([O:7][CH2:8][C@@H:9]([O:29][C:30]([CH3:33])([CH3:32])[CH3:31])[C:10]1[C:11]([C:22]2[CH:27]=[CH:26][C:25]([Cl:28])=[CH:24][CH:23]=2)=[C:12]2[C:17](=[CH:18][C:19]=1[CH3:20])[NH:16][C:15](=[O:21])[CH:14]=[CH:13]2)(=[O:6])[C:2]([CH3:5])([CH3:4])[CH3:3].[O:34](S(C(F)(F)F)(=O)=O)[S:35]([C:38]([F:41])([F:40])[F:39])(=O)=[O:36]. The catalyst is ClCCl.N1C=CC=CC=1. The product is [C:1]([O:7][CH2:8][C@@H:9]([O:29][C:30]([CH3:33])([CH3:32])[CH3:31])[C:10]1[C:11]([C:22]2[CH:23]=[CH:24][C:25]([Cl:28])=[CH:26][CH:27]=2)=[C:12]2[C:17](=[CH:18][C:19]=1[CH3:20])[N:16]=[C:15]([O:21][S:35]([C:38]([F:41])([F:40])[F:39])(=[O:36])=[O:34])[CH:14]=[CH:13]2)(=[O:6])[C:2]([CH3:3])([CH3:5])[CH3:4]. The yield is 0.770.